This data is from Catalyst prediction with 721,799 reactions and 888 catalyst types from USPTO. The task is: Predict which catalyst facilitates the given reaction. (1) Reactant: [CH2:1]([O:3][C:4]1[C:13]([O:14][CH3:15])=[CH:12][C:7]([C:8]([O:10][CH3:11])=[O:9])=[C:6]([N+:16]([O-])=O)[CH:5]=1)[CH3:2].[H][H]. Product: [NH2:16][C:6]1[CH:5]=[C:4]([O:3][CH2:1][CH3:2])[C:13]([O:14][CH3:15])=[CH:12][C:7]=1[C:8]([O:10][CH3:11])=[O:9]. The catalyst class is: 19. (2) The catalyst class is: 817. Product: [CH3:16][O:15][CH2:14][CH2:13][N:10]1[CH2:11][CH2:12][CH:7]([O:6][C:5]2[CH:17]=[CH:18][C:2]([B:29]3[O:30][C:31]([CH3:33])([CH3:32])[C:27]([CH3:34])([CH3:26])[O:28]3)=[CH:3][CH:4]=2)[CH2:8][CH2:9]1. Reactant: Br[C:2]1[CH:18]=[CH:17][C:5]([O:6][CH:7]2[CH2:12][CH2:11][N:10]([CH2:13][CH2:14][O:15][CH3:16])[CH2:9][CH2:8]2)=[CH:4][CH:3]=1.CCN(CC)CC.[CH3:26][C:27]1([CH3:34])[C:31]([CH3:33])([CH3:32])[O:30][BH:29][O:28]1.COC1C=CC=C(OC)C=1C1C=CC=CC=1P(C1CCCCC1)C1CCCCC1. (3) Reactant: [C:1]([O:7][CH2:8][CH3:9])(=[O:6])[CH2:2][C:3]([CH3:5])=[O:4].CN(C=O)C.[H-].[Na+].[CH2:17](Br)[CH:18]([CH3:20])[CH3:19]. Product: [C:3]([CH:2]([CH2:17][CH:18]([CH3:20])[CH3:19])[C:1]([O:7][CH2:8][CH3:9])=[O:6])(=[O:4])[CH3:5]. The catalyst class is: 6. (4) Reactant: [Cl-:1].[NH4+:2].C[Al](C)C.[CH3:7][C:8]1[CH:16]=[CH:15][C:11]([CH2:12][C:13]#[N:14])=[CH:10][CH:9]=1.CO. Product: [ClH:1].[CH3:7][C:8]1[CH:16]=[CH:15][C:11]([CH2:12][C:13]([NH2:2])=[NH:14])=[CH:10][CH:9]=1. The catalyst class is: 345. (5) The catalyst class is: 1. Product: [CH3:14][S:15]([NH:1][CH2:2][C:3]1[CH:4]=[CH:5][C:6]([C:7]([OH:9])=[O:8])=[CH:10][CH:11]=1)(=[O:17])=[O:16]. Reactant: [NH2:1][CH2:2][C:3]1[CH:11]=[CH:10][C:6]([C:7]([OH:9])=[O:8])=[CH:5][CH:4]=1.[OH-].[Na+].[CH3:14][S:15](Cl)(=[O:17])=[O:16]. (6) Reactant: [CH3:1][CH:2]([CH3:17])[CH:3]([CH2:8][C:9]1[CH:14]=[CH:13][CH:12]=[C:11]([O:15][CH3:16])[CH:10]=1)[CH2:4][C:5]([OH:7])=O.C(Cl)(=O)C(Cl)=O.[Al+3].[Cl-].[Cl-].[Cl-].Cl. Product: [CH3:17][CH:2]([CH:3]1[CH2:8][C:9]2[C:14](=[CH:13][CH:12]=[C:11]([O:15][CH3:16])[CH:10]=2)[C:5](=[O:7])[CH2:4]1)[CH3:1]. The catalyst class is: 59. (7) Reactant: [CH3:1][S:2](/[CH:5]=[CH:6]/[C@@H:7]([NH:24]C(C1C=CC=CC=1)(C1C=CC=CC=1)C1C=CC=CC=1)[CH2:8][C:9]1[CH:23]=[CH:22][C:12]([CH2:13][NH:14][C:15](=[O:21])[O:16][C:17]([CH3:20])([CH3:19])[CH3:18])=[CH:11][CH:10]=1)(=[O:4])=[O:3].C(O)(C(F)(F)F)=O.C(Cl)Cl.Cl. Product: [CH3:1][S:2](/[CH:5]=[CH:6]/[C@@H:7]([NH2:24])[CH2:8][C:9]1[CH:23]=[CH:22][C:12]([CH2:13][NH:14][C:15](=[O:21])[O:16][C:17]([CH3:19])([CH3:20])[CH3:18])=[CH:11][CH:10]=1)(=[O:3])=[O:4]. The catalyst class is: 6. (8) Reactant: [CH2:1]([NH:5][C:6](=[O:30])[CH2:7][C:8]1[CH:13]=[C:12]([O:14]C)[CH:11]=[CH:10][C:9]=1[S:16](=[O:29])(=[O:28])[NH:17][C:18]1[CH:19]=[CH:20][C:21]2[CH2:25][O:24][B:23]([OH:26])[C:22]=2[CH:27]=1)[CH2:2][CH2:3][CH3:4].B(Br)(Br)Br. Product: [CH2:1]([NH:5][C:6](=[O:30])[CH2:7][C:8]1[CH:13]=[C:12]([OH:14])[CH:11]=[CH:10][C:9]=1[S:16](=[O:28])(=[O:29])[NH:17][C:18]1[CH:19]=[CH:20][C:21]2[CH2:25][O:24][B:23]([OH:26])[C:22]=2[CH:27]=1)[CH2:2][CH2:3][CH3:4]. The catalyst class is: 2. (9) Reactant: Cl[C:2]1[N:7]=[C:6]([C:8]2([S:21]([CH:24]3[CH2:26][CH2:25]3)(=[O:23])=[O:22])[CH2:13][CH2:12][N:11](C(OC(C)(C)C)=O)[CH2:10][CH2:9]2)[CH:5]=[C:4]([N:27]2[CH2:32][CH2:31][O:30][CH2:29][C@@H:28]2[CH3:33])[N:3]=1.C([O-])([O-])=O.[Na+].[Na+].[NH:40]1[C:48]2[C:43](=[C:44](B(O)O)[CH:45]=[CH:46][CH:47]=2)[CH:42]=[CH:41]1.COCCOC.O.CCO. Product: [CH:24]1([S:21]([C:8]2([C:6]3[CH:5]=[C:4]([N:27]4[CH2:32][CH2:31][O:30][CH2:29][C@@H:28]4[CH3:33])[N:3]=[C:2]([C:44]4[CH:45]=[CH:46][CH:47]=[C:48]5[C:43]=4[CH:42]=[CH:41][NH:40]5)[N:7]=3)[CH2:9][CH2:10][NH:11][CH2:12][CH2:13]2)(=[O:22])=[O:23])[CH2:25][CH2:26]1. The catalyst class is: 233.